Task: Predict the reactants needed to synthesize the given product.. Dataset: Full USPTO retrosynthesis dataset with 1.9M reactions from patents (1976-2016) (1) Given the product [CH3:4][C:2]([NH:5][C:6]([C@H:8]1[N:17]([CH2:18][C@@H:19]([OH:49])[C@@H:20]([NH:28][C:29]([C@@H:31]([NH:36][C:37]([C:39]2[CH:40]=[CH:41][C:42]3[CH:43]=[CH:44][CH:45]=[CH:46][C:47]=3[N:48]=2)=[O:38])[CH2:32][C:33]([NH2:35])=[O:34])=[O:30])[CH2:21][C:22]2[CH:27]=[CH:26][CH:25]=[CH:24][CH:23]=2)[CH2:16][C@@H:15]2[C@@H:10]([CH2:11][CH2:12][CH2:13][CH2:14]2)[CH2:9]1)=[O:7])([CH3:1])[CH3:3], predict the reactants needed to synthesize it. The reactants are: [CH3:1][C:2]([NH:5][C:6]([C@H:8]1[N:17]([CH2:18][C@@H:19]([OH:49])[C@@H:20]([NH:28][C:29]([C@@H:31]([NH:36][C:37]([C:39]2[CH:40]=[CH:41][C:42]3[CH:43]=[CH:44][CH:45]=[CH:46][C:47]=3[N:48]=2)=[O:38])[CH2:32][C:33]([NH2:35])=[O:34])=[O:30])[CH2:21][C:22]2[CH:23]=[CH:24][CH:25]=[CH:26][CH:27]=2)[CH2:16][C@@H:15]2[C@@H:10]([CH2:11][CH2:12][CH2:13][CH2:14]2)[CH2:9]1)=[O:7])([CH3:4])[CH3:3].CS(O)(=O)=O.C(Cl)(Cl)Cl.[OH-].[Na+]. (2) The reactants are: [NH2:1][C:2]1[CH:3]=[C:4]([CH:9]=[CH:10][C:11]=1[OH:12])[C:5]([O:7][CH3:8])=[O:6].[C:13]1([CH2:19][C:20](Cl)=O)[CH:18]=[CH:17][CH:16]=[CH:15][CH:14]=1.O. Given the product [CH2:19]([C:20]1[O:12][C:11]2[CH:10]=[CH:9][C:4]([C:5]([O:7][CH3:8])=[O:6])=[CH:3][C:2]=2[N:1]=1)[C:13]1[CH:18]=[CH:17][CH:16]=[CH:15][CH:14]=1, predict the reactants needed to synthesize it. (3) Given the product [CH3:1][NH:2][C:3]([CH:5]1[CH2:14][C:13]2[N:15]([CH3:19])[C:16]([CH3:18])=[N:17][C:12]=2[C:11]2[NH:10][C@H:9]([C:20]3[CH:25]=[CH:24][CH:23]=[CH:22][CH:21]=3)[C@@H:8]([O:26][C:28](=[O:33])[C:29]([CH3:32])([CH3:31])[CH3:30])[C:7](=[O:27])[C:6]1=2)=[O:4], predict the reactants needed to synthesize it. The reactants are: [CH3:1][NH:2][C:3]([CH:5]1[CH2:14][C:13]2[N:15]([CH3:19])[C:16]([CH3:18])=[N:17][C:12]=2[C:11]2[NH:10][C@H:9]([C:20]3[CH:25]=[CH:24][CH:23]=[CH:22][CH:21]=3)[C@@H:8]([OH:26])[C:7](=[O:27])[C:6]1=2)=[O:4].[C:28](O[C:28](=[O:33])[C:29]([CH3:32])([CH3:31])[CH3:30])(=[O:33])[C:29]([CH3:32])([CH3:31])[CH3:30].CS(O)(=O)=O.C(=O)(O)[O-].[Na+]. (4) The reactants are: [CH3:1][S:2](Cl)(=[O:4])=[O:3].[N:6]1[S:10][N:9]=[C:8]2[CH:11]=[C:12]([CH2:15][CH2:16][OH:17])[CH:13]=[CH:14][C:7]=12.C(N(CC)CC)C.CC=C(C)C. Given the product [N:6]1[S:10][N:9]=[C:8]2[CH:11]=[C:12]([CH2:15][CH2:16][O:17][S:2]([CH3:1])(=[O:4])=[O:3])[CH:13]=[CH:14][C:7]=12, predict the reactants needed to synthesize it. (5) The reactants are: C(OC([NH:8][CH:9]([CH2:22][C:23]#[CH:24])[C:10]([NH:12][CH:13]([CH2:18][CH:19]([CH3:21])[CH3:20])[C:14]([O:16][CH3:17])=[O:15])=[O:11])=O)(C)(C)C.[ClH:25].O1CCOCC1. Given the product [Cl-:25].[CH3:17][O:16][C:14](=[O:15])[CH:13]([NH:12][C:10](=[O:11])[CH:9]([NH3+:8])[CH2:22][C:23]#[CH:24])[CH2:18][CH:19]([CH3:21])[CH3:20], predict the reactants needed to synthesize it. (6) Given the product [F:56][C:8]([F:7])([F:55])[C:9]1[CH:10]=[C:11]([CH:48]=[C:49]([C:51]([F:53])([F:54])[F:52])[CH:50]=1)[CH2:12][N:13]1[C@H:17]([CH3:18])[C@@H:16]([C:19]2[CH:24]=[C:23]([C:25]([F:27])([F:26])[F:28])[CH:22]=[CH:21][C:20]=2[C:29]2[CH:30]=[C:31]([C:36]3[CH:41]=[CH:40][C:39]([C:42]([OH:44])=[O:43])=[CH:38][C:37]=3[CH3:46])[CH:32]=[CH:33][C:34]=2[Cl:35])[O:15][C:14]1=[O:47], predict the reactants needed to synthesize it. The reactants are: O1CCOCC1.[F:7][C:8]([F:56])([F:55])[C:9]1[CH:10]=[C:11]([CH:48]=[C:49]([C:51]([F:54])([F:53])[F:52])[CH:50]=1)[CH2:12][N:13]1[C@H:17]([CH3:18])[C@@H:16]([C:19]2[CH:24]=[C:23]([C:25]([F:28])([F:27])[F:26])[CH:22]=[CH:21][C:20]=2[C:29]2[CH:30]=[C:31]([C:36]3[CH:41]=[CH:40][C:39]([C:42]([O:44]C)=[O:43])=[CH:38][C:37]=3[CH3:46])[CH:32]=[CH:33][C:34]=2[Cl:35])[O:15][C:14]1=[O:47].O.[OH-].[Li+].Cl. (7) Given the product [CH3:1][O:2][C:3]([C:5]1[C:10]([NH:11][C:12](=[O:14])[CH3:13])=[N:9][C:8]([O:15][CH2:49][CH2:48][F:47])=[CH:7][N:6]=1)=[O:4], predict the reactants needed to synthesize it. The reactants are: [CH3:1][O:2][C:3]([C:5]1[N:6]=[CH:7][C:8](=[O:15])[NH:9][C:10]=1[NH:11][C:12](=[O:14])[CH3:13])=[O:4].C1(P(C2C=CC=CC=2)C2C=CC=CC=2)C=CC=CC=1.N(C(OCC)=O)=NC(OCC)=O.[F:47][CH2:48][CH2:49]O.C([O-])(O)=O.[Na+].